This data is from Forward reaction prediction with 1.9M reactions from USPTO patents (1976-2016). The task is: Predict the product of the given reaction. (1) The product is: [Cl:36][C:33]1[CH:32]=[CH:31][C:30]([C:19]2[N:20]([CH2:23][C@H:24]([OH:29])[C:25]([F:26])([F:27])[F:28])[C:21](=[O:22])[N:17]([CH2:16][C:15]([NH:14][CH:3]([C:2]3[N:1]=[C:40]([CH3:45])[O:39][N:38]=3)[C:4]3[CH:9]=[CH:8][CH:7]=[C:6]([C:10]([F:11])([F:13])[F:12])[CH:5]=3)=[O:37])[N:18]=2)=[CH:35][CH:34]=1. Given the reactants [NH2:1]/[C:2](=[N:38]\[OH:39])/[CH:3]([NH:14][C:15](=[O:37])[CH2:16][N:17]1[C:21](=[O:22])[N:20]([CH2:23][C@H:24]([OH:29])[C:25]([F:28])([F:27])[F:26])[C:19]([C:30]2[CH:35]=[CH:34][C:33]([Cl:36])=[CH:32][CH:31]=2)=[N:18]1)[C:4]1[CH:9]=[CH:8][CH:7]=[C:6]([C:10]([F:13])([F:12])[F:11])[CH:5]=1.[CH:40]1C=CC2N(O)N=NC=2[CH:45]=1.C(Cl)CCl.C(O)(=O)C.C(N(CC)C(C)C)(C)C, predict the reaction product. (2) Given the reactants [CH3:1][O:2][C:3](=[O:12])[C:4]1[CH:9]=[C:8](C)[CH:7]=[CH:6][C:5]=1[SH:11].[Cl:13]N1C(=O)CCC1=O, predict the reaction product. The product is: [CH3:1][O:2][C:3](=[O:12])[C:4]1[CH:9]=[CH:8][C:7]([Cl:13])=[CH:6][C:5]=1[SH:11]. (3) The product is: [C:26](=[O:27])([O:1][CH2:2][C:3]1[CH:4]=[CH:5][C:6]([B:9]2[O:17][C:14]([CH3:16])([CH3:15])[C:11]([CH3:13])([CH3:12])[O:10]2)=[CH:7][CH:8]=1)[O:28][C:29]1[CH:30]=[CH:31][C:32]([N+:35]([O-:37])=[O:36])=[CH:33][CH:34]=1. Given the reactants [OH:1][CH2:2][C:3]1[CH:8]=[CH:7][C:6]([B:9]2[O:17][C:14]([CH3:16])([CH3:15])[C:11]([CH3:13])([CH3:12])[O:10]2)=[CH:5][CH:4]=1.C(N(CC)CC)C.Cl[C:26]([O:28][C:29]1[CH:34]=[CH:33][C:32]([N+:35]([O-:37])=[O:36])=[CH:31][CH:30]=1)=[O:27], predict the reaction product. (4) Given the reactants CC1C=CC(S(O[CH2:12][C@H:13]2[O:21][C@H:20]3[C@H:16]([N:17]=[C:18]([N:22]4[CH2:25][CH2:24][CH2:23]4)[S:19]3)[C@@H:15]([OH:26])[C@@H:14]2[OH:27])(=O)=O)=CC=1.[CH:28]1([NH2:33])[CH2:32][CH2:31][CH2:30][CH2:29]1, predict the reaction product. The product is: [N:22]1([C:18]2[S:19][C@H:20]3[O:21][C@H:13]([CH2:12][NH:33][CH:28]4[CH2:32][CH2:31][CH2:30][CH2:29]4)[C@@H:14]([OH:27])[C@H:15]([OH:26])[C@H:16]3[N:17]=2)[CH2:23][CH2:24][CH2:25]1. (5) Given the reactants Br[C:2]1[CH:3]=[C:4]([O:22][CH2:23][C:24]2[CH:29]=[CH:28][CH:27]=[CH:26][CH:25]=2)[C:5]2[N:9]=[C:8]([CH3:10])[N:7]([S:11]([C:14]3[CH:19]=[CH:18][C:17]([CH3:20])=[CH:16][CH:15]=3)(=[O:13])=[O:12])[C:6]=2[CH:21]=1.[O:30]1[CH2:34]CCC1.[CH3:35][NH:36][CH3:37], predict the reaction product. The product is: [CH3:35][N:36]([CH3:37])[C:34]([C:2]1[CH:3]=[C:4]([O:22][CH2:23][C:24]2[CH:25]=[CH:26][CH:27]=[CH:28][CH:29]=2)[C:5]2[N:9]=[C:8]([CH3:10])[N:7]([S:11]([C:14]3[CH:15]=[CH:16][C:17]([CH3:20])=[CH:18][CH:19]=3)(=[O:13])=[O:12])[C:6]=2[CH:21]=1)=[O:30]. (6) Given the reactants [CH3:1][N:2]1[C:10]2[C:5](=[CH:6][CH:7]=[C:8]([C:11]3[O:15][CH:14]=[N:13][CH:12]=3)[CH:9]=2)[C:4]([CH3:17])([CH3:16])[C:3]1=[O:18].[Li+].C[Si]([N-][Si](C)(C)C)(C)C.[Cl:29]C(Cl)(Cl)C(Cl)(Cl)Cl, predict the reaction product. The product is: [Cl:29][C:14]1[O:15][C:11]([C:8]2[CH:9]=[C:10]3[C:5]([C:4]([CH3:16])([CH3:17])[C:3](=[O:18])[N:2]3[CH3:1])=[CH:6][CH:7]=2)=[CH:12][N:13]=1.